This data is from Peptide-MHC class II binding affinity with 134,281 pairs from IEDB. The task is: Regression. Given a peptide amino acid sequence and an MHC pseudo amino acid sequence, predict their binding affinity value. This is MHC class II binding data. The peptide sequence is SPTEFTSISSNSGNL. The MHC is DRB1_0901 with pseudo-sequence DRB1_0901. The binding affinity (normalized) is 0.657.